This data is from Reaction yield outcomes from USPTO patents with 853,638 reactions. The task is: Predict the reaction yield, written as a fraction of the theoretical maximum amount of product (1.0 means a 100% yield; for example, 0.34 means a 34% yield). (1) The reactants are [S:1]1[CH:5]=[CH:4][C:3](B(O)O)=[CH:2]1.I[C:10]1[CH:35]=[CH:34][C:13]([O:14][CH2:15][CH2:16][CH2:17][O:18][C:19]2[CH:20]=[C:21]3[C:25](=[CH:26][CH:27]=2)[C@H:24]([CH2:28][C:29]([O:31][CH2:32][CH3:33])=[O:30])[CH2:23][CH2:22]3)=[CH:12][CH:11]=1.O1CCOCC1.C([O-])([O-])=O.[Na+].[Na+]. The catalyst is C1(C)C=CC=CC=1.C1C=CC(P(C2C=CC=CC=2)[C-]2C=CC=C2)=CC=1.C1C=CC(P(C2C=CC=CC=2)[C-]2C=CC=C2)=CC=1.Cl[Pd]Cl.[Fe+2].C(Cl)Cl. The product is [S:1]1[CH:5]=[CH:4][C:3]([C:10]2[CH:35]=[CH:34][C:13]([O:14][CH2:15][CH2:16][CH2:17][O:18][C:19]3[CH:20]=[C:21]4[C:25](=[CH:26][CH:27]=3)[C@H:24]([CH2:28][C:29]([O:31][CH2:32][CH3:33])=[O:30])[CH2:23][CH2:22]4)=[CH:12][CH:11]=2)=[CH:2]1. The yield is 0.730. (2) The reactants are [CH:1]([N-]C(C)C)(C)C.[Li+].[CH3:9][C:10]1[CH:11]=[C:12]([NH:21][C:22]2N=[C:26]([C:28]([F:31])([F:30])[F:29])[CH:25]=[CH:24][N:23]=2)[CH:13]=[C:14]([C:16]2[S:20][CH:19]=[N:18][CH:17]=2)[CH:15]=1.[Br:32][C:33]1[CH:34]=[CH:35][C:36]([C:39](=[O:41])[CH3:40])=[N:37][CH:38]=1. The catalyst is C1COCC1. The product is [Br:32][C:33]1[CH:34]=[CH:35][C:36]([C:39]([C:19]2[S:20][C:16]([C:14]3[CH:13]=[C:12]([NH:21][C:22]4[CH:1]=[C:26]([C:28]([F:29])([F:30])[F:31])[CH:25]=[CH:24][N:23]=4)[CH:11]=[C:10]([CH3:9])[CH:15]=3)=[CH:17][N:18]=2)([OH:41])[CH3:40])=[N:37][CH:38]=1. The yield is 0.504. (3) The reactants are C[O:2][C:3]1[CH:4]=[C:5]2[C:9](=[CH:10][CH:11]=1)[N:8]([CH2:12][CH2:13][C:14]1[CH:19]=[CH:18][CH:17]=[CH:16][CH:15]=1)[CH:7]=[CH:6]2.B(Br)(Br)Br.ClCCl.CO.C([O-])(O)=O.[Na+]. The catalyst is ClCCl. The product is [CH2:12]([N:8]1[C:9]2[C:5](=[CH:4][C:3]([OH:2])=[CH:11][CH:10]=2)[CH2:6][CH2:7]1)[CH2:13][C:14]1[CH:15]=[CH:16][CH:17]=[CH:18][CH:19]=1. The yield is 0.280. (4) The catalyst is CS(C)=O.C(N(CC)CC)C. The yield is 0.580. The reactants are Cl.[C:2]([N:9]1[CH2:13][CH2:12][CH:11]([OH:14])[CH2:10]1)([O:4][C:5]([CH3:8])([CH3:7])[CH3:6])=[O:3]. The product is [C:5]([O:4][C:2]([N:9]1[CH2:13][CH2:12][C:11](=[O:14])[CH2:10]1)=[O:3])([CH3:8])([CH3:6])[CH3:7]. (5) The reactants are C1(P(C2C=CC=CC=2)C2C=CC=CC=2)C=CC=CC=1.[OH:20][C:21]1[C:22]([CH2:34][CH:35]=[C:36]([CH3:39])[CH2:37]O)=[C:23]([O:32][CH3:33])[C:24]([CH3:31])=[C:25]2[C:29]=1[C:28](=[O:30])[O:27][CH2:26]2.C(Br)(Br)(Br)[Br:41]. The catalyst is ClCCl. The product is [Br:41][CH2:37][C:36]([CH3:39])=[CH:35][CH2:34][C:22]1[C:21]([OH:20])=[C:29]2[C:25]([CH2:26][O:27][C:28]2=[O:30])=[C:24]([CH3:31])[C:23]=1[O:32][CH3:33]. The yield is 0.420. (6) The reactants are [O:1]=[C:2]1[C:15]2[CH:14]=[C:13]([C:16](O)=[O:17])[CH:12]=[CH:11][C:10]=2[C:9](=[O:19])[C:8]2[C:3]1=[CH:4][CH:5]=[CH:6][CH:7]=2.[CH3:20][O:21][C:22]1[CH:27]=[CH:26][C:25]([CH2:28][NH2:29])=[CH:24][CH:23]=1.CN(C(ON1N=NC2C=CC=NC1=2)=[N+](C)C)C.F[P-](F)(F)(F)(F)F.CCN(C(C)C)C(C)C. The catalyst is CN(C=O)C. The product is [CH3:20][O:21][C:22]1[CH:27]=[CH:26][C:25]([CH2:28][NH:29][C:16]([C:13]2[CH:12]=[CH:11][C:10]3[C:9](=[O:19])[C:8]4[C:3](=[CH:4][CH:5]=[CH:6][CH:7]=4)[C:2](=[O:1])[C:15]=3[CH:14]=2)=[O:17])=[CH:24][CH:23]=1. The yield is 0.880.